This data is from Forward reaction prediction with 1.9M reactions from USPTO patents (1976-2016). The task is: Predict the product of the given reaction. (1) Given the reactants [F:1][C:2]1[C:3]([N+:12]([O-:14])=[O:13])=[CH:4][C:5]2[O:9][C:8]([CH3:10])=[N:7][C:6]=2[CH:11]=1.C(O)(=O)C.[BH4-].[Na+].C(=O)(O)[O-].[Na+], predict the reaction product. The product is: [CH2:8]([NH:7][C:6]1[CH:11]=[C:2]([F:1])[C:3]([N+:12]([O-:14])=[O:13])=[CH:4][C:5]=1[OH:9])[CH3:10]. (2) Given the reactants [CH3:1][C:2]1[N:29]=[C:5]2[NH:6][C:7](=[O:28])[C:8]([CH2:13][C:14]3[CH:19]=[CH:18][C:17]([C:20]4[C:21]([C:26]#[N:27])=[CH:22][CH:23]=[CH:24][CH:25]=4)=[CH:16][CH:15]=3)=[C:9]([CH2:10][CH2:11][CH3:12])[N:4]2[N:3]=1.[H-].[Na+].CN(C)C=O.Br[CH:38]1[CH2:43][CH2:42][CH2:41][CH:40]=[CH:39]1, predict the reaction product. The product is: [CH:43]1([N:6]2[C:7](=[O:28])[C:8]([CH2:13][C:14]3[CH:19]=[CH:18][C:17]([C:20]4[C:21]([C:26]#[N:27])=[CH:22][CH:23]=[CH:24][CH:25]=4)=[CH:16][CH:15]=3)=[C:9]([CH2:10][CH2:11][CH3:12])[N:4]3[N:3]=[C:2]([CH3:1])[N:29]=[C:5]23)[CH2:42][CH2:41][CH2:40][CH:39]=[CH:38]1. (3) Given the reactants Br[C:2]1[CH:9]=[CH:8][C:5]([C:6]#[N:7])=[CH:4][C:3]=1[C:10]([F:13])([F:12])[F:11].[NH:14]1[CH2:18][CH2:17][CH2:16][CH2:15]1, predict the reaction product. The product is: [N:14]1([C:2]2[CH:9]=[CH:8][C:5]([C:6]#[N:7])=[CH:4][C:3]=2[C:10]([F:13])([F:12])[F:11])[CH2:18][CH2:17][CH2:16][CH2:15]1. (4) The product is: [CH2:2]1[N:3]([CH2:10][CH2:11][S:12]([OH:15])(=[O:14])=[O:13])[CH2:4][CH2:5][O:18][CH2:1]1. Given the reactants [CH2:1]1N(CCO)[CH2:5][CH2:4][N:3]([CH2:10][CH2:11][S:12]([OH:15])(=[O:14])=[O:13])[CH2:2]1.C([O-])(=[O:18])C.[Na+].[Na+].[Cl-], predict the reaction product. (5) Given the reactants [C:1]1([OH:7])C=CC=CC=1.[CH3:8][CH:9](OC(C)=O)[CH2:10][O:11]C.[C:17]1([CH3:24])[C:22]([OH:23])=[CH:21][CH:20]=[CH:19][CH:18]=1.C1(O)C=CC=CC=1, predict the reaction product. The product is: [CH2:1]=[O:7].[CH3:21][C:22]1[C:9]([CH3:8])=[C:10]([OH:11])[CH:19]=[CH:18][CH:17]=1.[CH3:24][C:17]1[CH:18]=[CH:19][CH:20]=[CH:21][C:22]=1[OH:23]. (6) Given the reactants [NH2:1][C:2]1[N:7]=[C:6]([C:8]2[CH:16]=[C:15]3[C:11]([C:12]([NH2:17])=[N:13][NH:14]3)=[CH:10][CH:9]=2)[CH:5]=[C:4](S(C)(=O)=O)[N:3]=1.[CH3:22][O:23][C:24]1[CH:29]=[CH:28][CH:27]=[CH:26][C:25]=1[CH2:30][CH2:31][NH2:32].CCN(C(C)C)C(C)C, predict the reaction product. The product is: [NH2:17][C:12]1[C:11]2[C:15](=[CH:16][C:8]([C:6]3[N:7]=[C:2]([NH2:1])[N:3]=[C:4]([NH:32][CH2:31][CH2:30][C:25]4[CH:26]=[CH:27][CH:28]=[CH:29][C:24]=4[O:23][CH3:22])[CH:5]=3)=[CH:9][CH:10]=2)[NH:14][N:13]=1. (7) The product is: [CH2:21]([N:13]1[C:12]([CH3:14])=[C:11]([CH3:15])[N:10]=[C:9]1[S:8][CH2:7][C:6]1[CH:5]=[CH:4][C:3]([O:2][CH3:1])=[CH:17][CH:16]=1)[CH3:22]. Given the reactants [CH3:1][O:2][C:3]1[CH:17]=[CH:16][C:6]([CH2:7][S:8][C:9]2[NH:10][C:11]([CH3:15])=[C:12]([CH3:14])[N:13]=2)=[CH:5][CH:4]=1.[H-].[Na+].I[CH2:21][CH3:22], predict the reaction product.